From a dataset of Full USPTO retrosynthesis dataset with 1.9M reactions from patents (1976-2016). Predict the reactants needed to synthesize the given product. (1) Given the product [CH3:33][C:27]1[C:26]([O:25][C:23]2[CH:24]=[CH:19][N:20]=[C:21]([NH:1][C:2]3[CH:3]=[CH:4][C:5]([C:6]([NH:8][CH:9]4[CH2:14][CH2:13][N:12]([CH3:15])[CH2:11][CH2:10]4)=[O:7])=[CH:16][CH:17]=3)[CH:22]=2)=[CH:31][CH:30]=[C:29]([CH3:32])[N:28]=1, predict the reactants needed to synthesize it. The reactants are: [NH2:1][C:2]1[CH:17]=[CH:16][C:5]([C:6]([NH:8][CH:9]2[CH2:14][CH2:13][N:12]([CH3:15])[CH2:11][CH2:10]2)=[O:7])=[CH:4][CH:3]=1.Cl[C:19]1[CH:24]=[C:23]([O:25][C:26]2[C:27]([CH3:33])=[N:28][C:29]([CH3:32])=[CH:30][CH:31]=2)[CH:22]=[CH:21][N:20]=1.O.C1(C)C=CC(S(O)(=O)=O)=CC=1.CO. (2) Given the product [ClH:52].[ClH:66].[NH:1]1[C:9]2[C:4](=[N:5][CH:6]=[CH:7][C:8]=2[O:10][C:11]2[CH:16]=[CH:15][C:14]([NH:17][C:64]([NH:63][C:61](=[O:62])[CH2:60][C:54]3[C:53]([Cl:52])=[CH:58][CH:57]=[CH:56][C:55]=3[Cl:59])=[S:65])=[CH:13][C:12]=2[F:18])[CH:3]=[CH:2]1, predict the reactants needed to synthesize it. The reactants are: [NH:1]1[C:9]2[C:4](=[N:5][CH:6]=[CH:7][C:8]=2[O:10][C:11]2[CH:16]=[CH:15][C:14]([NH2:17])=[CH:13][C:12]=2[F:18])[CH:3]=[CH:2]1.N1C2C(=NC=CC=2OC2C=CC(NC(NC(=O)CC3C=CC=CC=3)=S)=CC=2F)C=C1.[N-]=C=S.[Cl:52][C:53]1[CH:58]=[CH:57][CH:56]=[C:55]([Cl:59])[C:54]=1[CH2:60][C:61]([N:63]=[C:64]=[S:65])=[O:62].[ClH:66]. (3) Given the product [NH2:4][CH:5]([C:27]1[C:36]2[C:31](=[CH:32][CH:33]=[C:34]([O:37][CH3:38])[CH:35]=2)[N:30]=[CH:29][C:28]=1[F:39])[CH2:6][CH2:7][CH:8]1[CH2:13][CH2:12][N:11]([CH2:14][CH2:15][S:16][C:17]2[S:18][CH:19]=[CH:20][CH:21]=2)[CH2:10][CH:9]1[CH2:22][C:23]([O:25][CH3:26])=[O:24], predict the reactants needed to synthesize it. The reactants are: [BH4-].[Na+].O[N:4]=[C:5]([C:27]1[C:36]2[C:31](=[CH:32][CH:33]=[C:34]([O:37][CH3:38])[CH:35]=2)[N:30]=[CH:29][C:28]=1[F:39])[CH2:6][CH2:7][CH:8]1[CH2:13][CH2:12][N:11]([CH2:14][CH2:15][S:16][C:17]2[S:18][CH:19]=[CH:20][CH:21]=2)[CH2:10][CH:9]1[CH2:22][C:23]([O:25][CH3:26])=[O:24]. (4) The reactants are: Cl[C:2]1[CH:7]=[C:6]([CH3:8])[N:5]=[C:4]([C:9]2[CH:14]=[CH:13][CH:12]=[CH:11][N:10]=2)[N:3]=1.[F:15][C:16]([F:26])([F:25])[C:17]1[CH:18]=[C:19]([CH:22]=[CH:23][CH:24]=1)[CH2:20][NH2:21].Cl.N. Given the product [CH3:8][C:6]1[N:5]=[C:4]([C:9]2[CH:14]=[CH:13][CH:12]=[CH:11][N:10]=2)[N:3]=[C:2]([NH:21][CH2:20][C:19]2[CH:22]=[CH:23][CH:24]=[C:17]([C:16]([F:15])([F:25])[F:26])[CH:18]=2)[CH:7]=1, predict the reactants needed to synthesize it. (5) Given the product [CH:1]([O:4][C:5]1[CH:6]=[C:7]([C:11]23[CH2:20][CH:15]([CH2:16][CH:17]([N:19]4[C:26](=[O:27])[C:25]5[C:24](=[CH:32][CH:31]=[CH:30][CH:29]=5)[C:23]4=[O:28])[CH2:18]2)[N:14]([CH3:21])[CH2:13][CH:12]3[CH3:22])[CH:8]=[CH:9][CH:10]=1)([CH3:3])[CH3:2], predict the reactants needed to synthesize it. The reactants are: [CH:1]([O:4][C:5]1[CH:6]=[C:7]([C:11]23[CH2:20][CH:15]([CH2:16][CH:17]([NH2:19])[CH2:18]2)[N:14]([CH3:21])[CH2:13][CH:12]3[CH3:22])[CH:8]=[CH:9][CH:10]=1)([CH3:3])[CH3:2].[C:23]1(=O)[O:28][C:26](=[O:27])[C:25]2=[CH:29][CH:30]=[CH:31][CH:32]=[C:24]12. (6) Given the product [NH2:21][C:20]1[C:8]([C:6]#[N:7])=[C:9]([C:10]2[CH:15]=[CH:14][C:13]([NH:16][C:17](=[O:19])[CH3:18])=[CH:12][CH:11]=2)[NH:2][CH:3]([SH:4])[N:5]=1, predict the reactants needed to synthesize it. The reactants are: [Na].[NH2:2][C:3]([NH2:5])=[S:4].[C:6]([C:8]([C:20]#[N:21])=[CH:9][C:10]1[CH:15]=[CH:14][C:13]([NH:16][C:17](=[O:19])[CH3:18])=[CH:12][CH:11]=1)#[N:7].